This data is from CYP2C9 inhibition data for predicting drug metabolism from PubChem BioAssay. The task is: Regression/Classification. Given a drug SMILES string, predict its absorption, distribution, metabolism, or excretion properties. Task type varies by dataset: regression for continuous measurements (e.g., permeability, clearance, half-life) or binary classification for categorical outcomes (e.g., BBB penetration, CYP inhibition). Dataset: cyp2c9_veith. (1) The molecule is C/C(=N\OC(=O)NC(C)C)c1sc(-c2ccc(Cl)cc2)nc1C. The result is 1 (inhibitor). (2) The molecule is O=C(c1csnn1)N1CCC2(CC1)CN(c1ccncc1)C2. The result is 1 (inhibitor). (3) The molecule is CC(C)Oc1ccc(CSC(=N)N)cc1.Cl. The result is 0 (non-inhibitor). (4) The drug is COc1ccc(OC)c2[nH]c(=O)c(CCNC(=O)c3ccc(S(=O)(=O)N4CCCC4)cc3)cc12. The result is 1 (inhibitor). (5) The molecule is CCCCNC(=O)CSc1nc2cc(OC)c(OC)cc2c(=O)n1Cc1ccc(OC)cc1. The result is 1 (inhibitor).